Dataset: Full USPTO retrosynthesis dataset with 1.9M reactions from patents (1976-2016). Task: Predict the reactants needed to synthesize the given product. (1) The reactants are: [Cl:1][C:2]1[CH:11]=[CH:10][CH:9]=[C:8]2[C:3]=1[CH:4]=[C:5]([C:15]1[CH:20]=[CH:19][CH:18]=[C:17]([F:21])[CH:16]=1)[C:6]([C@@H:12]([NH2:14])[CH3:13])=[N:7]2.Cl[C:23]1[N:31]=[CH:30][N:29]=[C:28]2[C:24]=1[NH:25][CH:26]=[N:27]2.CCN(C(C)C)C(C)C. Given the product [Cl:1][C:2]1[CH:11]=[CH:10][CH:9]=[C:8]2[C:3]=1[CH:4]=[C:5]([C:15]1[CH:20]=[CH:19][CH:18]=[C:17]([F:21])[CH:16]=1)[C:6]([C@@H:12]([NH:14][C:23]1[N:31]=[CH:30][N:29]=[C:28]3[C:24]=1[N:25]=[CH:26][NH:27]3)[CH3:13])=[N:7]2, predict the reactants needed to synthesize it. (2) Given the product [CH:2]1[CH:1]=[CH:6][C:5]2[C:7](=[O:8])[N:9]([CH:12]3[C:18](=[O:20])[NH:17][C:15](=[O:16])[CH2:14][CH2:13]3)[C:10](=[O:11])[C:4]=2[CH:3]=1, predict the reactants needed to synthesize it. The reactants are: [CH:1]1[CH:6]=[C:5]2[C:7]([N:9]([C@H:12]([C:18]([OH:20])=O)[CH2:13][CH2:14][C:15]([NH2:17])=[O:16])[C:10](=[O:11])[C:4]2=[CH:3][CH:2]=1)=[O:8].C(C1NC=CN=1)(C1NC=CN=1)=O. (3) Given the product [CH:22]1([CH2:21][N:11]2[C:12]3[CH2:17][CH2:16][N:15]([C:18](=[O:20])[CH3:19])[CH2:14][C:13]=3[C:9]([NH:8][C:4]3[CH:5]=[CH:6][CH:7]=[C:2]([B:36]4[O:37][C:38]([CH3:40])([CH3:39])[C:34]([CH3:50])([CH3:33])[O:35]4)[CH:3]=3)=[N:10]2)[CH2:24][CH2:23]1, predict the reactants needed to synthesize it. The reactants are: Br[C:2]1[CH:3]=[C:4]([NH:8][C:9]2[C:13]3[CH2:14][N:15]([C:18](=[O:20])[CH3:19])[CH2:16][CH2:17][C:12]=3[N:11]([CH2:21][CH:22]3[CH2:24][CH2:23]3)[N:10]=2)[CH:5]=[CH:6][CH:7]=1.CC([O-])=O.[K+].ClCCl.[CH3:33][C:34]1([CH3:50])[C:38]([CH3:40])([CH3:39])[O:37][B:36]([B:36]2[O:37][C:38]([CH3:40])([CH3:39])[C:34]([CH3:50])([CH3:33])[O:35]2)[O:35]1. (4) The reactants are: [Cl:1][C:2]1[CH:7]=[CH:6][C:5]([S:8]([NH:11][C@@H:12]([C:20]2[CH:24]([CH2:25][CH3:26])[C:23](=[O:27])[O:22][N:21]=2)[CH2:13][C:14]2[CH:19]=[CH:18][CH:17]=[CH:16][CH:15]=2)(=[O:10])=[O:9])=[CH:4][CH:3]=1.[CH3:28][Si](CNN)(C)C.O. Given the product [Cl:1][C:2]1[CH:7]=[CH:6][C:5]([S:8]([NH:11][C@@H:12]([C:20]2[C:24]([CH2:25][CH3:26])=[C:23]([O:27][CH3:28])[O:22][N:21]=2)[CH2:13][C:14]2[CH:19]=[CH:18][CH:17]=[CH:16][CH:15]=2)(=[O:10])=[O:9])=[CH:4][CH:3]=1, predict the reactants needed to synthesize it. (5) Given the product [N:5]([C:4]1[CH:6]=[C:7]([CH3:12])[C:8]([O:10][CH3:11])=[CH:9][C:3]=1[O:2][CH3:1])=[C:13]=[O:14], predict the reactants needed to synthesize it. The reactants are: [CH3:1][O:2][C:3]1[CH:9]=[C:8]([O:10][CH3:11])[C:7]([CH3:12])=[CH:6][C:4]=1[NH2:5].[C:13](Cl)(Cl)=[O:14]. (6) Given the product [CH3:1][CH:2]1[N+:6]([CH2:11][CH2:10][CH2:16][S:13]([O-:15])(=[O:14])=[O:12])=[C:5]2[CH:7]=[CH:8][N:9]=[C:4]2[S:3]1, predict the reactants needed to synthesize it. The reactants are: [CH3:1][CH:2]1[N:6]=[C:5]2[CH:7]=[CH:8][N:9]=[C:4]2[S:3]1.[CH2:10]1[CH2:16][S:13](=[O:15])(=[O:14])[O:12][CH2:11]1. (7) Given the product [CH3:1][O:2][C:3]([C@:5]1([NH:15][S:16]([C:19]2[S:23][C:22]3=[N:24][C:27]([CH2:26][Br:25])=[CH:29][N:21]3[CH:20]=2)(=[O:18])=[O:17])[CH2:7][C@:6]1([CH3:14])[C:8]1[CH:9]=[CH:10][CH:11]=[CH:12][CH:13]=1)=[O:4], predict the reactants needed to synthesize it. The reactants are: [CH3:1][O:2][C:3]([C@:5]1([NH:15][S:16]([C:19]2[S:23][C:22]([NH2:24])=[N:21][CH:20]=2)(=[O:18])=[O:17])[CH2:7][C@:6]1([CH3:14])[C:8]1[CH:13]=[CH:12][CH:11]=[CH:10][CH:9]=1)=[O:4].[Br:25][CH2:26][C:27]([CH2:29]Br)=O.